This data is from Reaction yield outcomes from USPTO patents with 853,638 reactions. The task is: Predict the reaction yield, written as a fraction of the theoretical maximum amount of product (1.0 means a 100% yield; for example, 0.34 means a 34% yield). The reactants are C(O[C:6](=O)[N:7]([CH2:9][CH2:10][C:11]1[CH:16]=[CH:15][C:14]([O:17][C:18]2[CH:23]=[CH:22][C:21]([F:24])=[CH:20][CH:19]=2)=[CH:13][CH:12]=1)C)(C)(C)C.C(O)(C(F)(F)F)=O. The catalyst is ClCCl.C([O-])(O)=O.[Na+]. The product is [F:24][C:21]1[CH:22]=[CH:23][C:18]([O:17][C:14]2[CH:15]=[CH:16][C:11]([CH2:10][CH2:9][NH:7][CH3:6])=[CH:12][CH:13]=2)=[CH:19][CH:20]=1. The yield is 0.930.